From a dataset of Full USPTO retrosynthesis dataset with 1.9M reactions from patents (1976-2016). Predict the reactants needed to synthesize the given product. (1) Given the product [CH2:19]([CH:2]([OH:3])[C:1]([O:5][CH3:6])=[O:4])[C:20]1[CH:25]=[CH:24][CH:23]=[CH:22][CH:21]=1, predict the reactants needed to synthesize it. The reactants are: [C:1]([O:5][CH3:6])(=[O:4])[CH2:2][OH:3].FC(S(O)(=O)=O)(F)F.ClC(Cl)(Cl)C(=N)O[CH2:19][C:20]1[CH:25]=[CH:24][CH:23]=[CH:22][CH:21]=1.C([O-])(O)=O.[Na+]. (2) Given the product [C:18]1([CH:7]([C:1]2[CH:2]=[CH:3][CH:4]=[CH:5][CH:6]=2)[N:8]2[CH:13]=[CH:12][C:11]([C:14]([NH:24][C@@H:25]([CH2:33][CH2:34][CH2:35][NH:36][C:37]([NH:39][S:40]([C:43]3[C:44]([CH3:57])=[C:45]4[C:50](=[C:51]([CH3:54])[C:52]=3[CH3:53])[O:49][C:48]([CH3:56])([CH3:55])[CH2:47][CH2:46]4)(=[O:41])=[O:42])=[NH:38])[C:26]([O:28][C:29]([CH3:30])([CH3:31])[CH3:32])=[O:27])=[O:15])=[CH:10][C:9]2=[O:17])[CH:19]=[CH:20][CH:21]=[CH:22][CH:23]=1, predict the reactants needed to synthesize it. The reactants are: [C:1]1([CH:7]([C:18]2[CH:23]=[CH:22][CH:21]=[CH:20][CH:19]=2)[N:8]2[CH:13]=[CH:12][C:11]([C:14](O)=[O:15])=[CH:10][C:9]2=[O:17])[CH:6]=[CH:5][CH:4]=[CH:3][CH:2]=1.[NH2:24][C@@H:25]([CH2:33][CH2:34][CH2:35][NH:36][C:37]([NH:39][S:40]([C:43]1[C:44]([CH3:57])=[C:45]2[C:50](=[C:51]([CH3:54])[C:52]=1[CH3:53])[O:49][C:48]([CH3:56])([CH3:55])[CH2:47][CH2:46]2)(=[O:42])=[O:41])=[NH:38])[C:26]([O:28][C:29]([CH3:32])([CH3:31])[CH3:30])=[O:27].CN(C(ON1N=NC2C=CC=CC1=2)=[N+](C)C)C.F[P-](F)(F)(F)(F)F.CCN(C(C)C)C(C)C. (3) The reactants are: Cl[C:2]1[N:7]=[C:6]([O:8][CH3:9])[C:5]([N+:10]([O-:12])=[O:11])=[C:4]([O:13][CH3:14])[N:3]=1.C(N(CC)CC)C.[C:22]([O:26][C:27]([N:29]1[CH2:33][CH2:32][CH2:31][CH:30]1[CH2:34][NH2:35])=[O:28])([CH3:25])([CH3:24])[CH3:23]. Given the product [C:22]([O:26][C:27]([N:29]1[CH2:33][CH2:32][CH2:31][CH:30]1[CH2:34][NH:35][C:2]1[N:7]=[C:6]([O:8][CH3:9])[C:5]([N+:10]([O-:12])=[O:11])=[C:4]([O:13][CH3:14])[N:3]=1)=[O:28])([CH3:25])([CH3:24])[CH3:23], predict the reactants needed to synthesize it.